Dataset: Full USPTO retrosynthesis dataset with 1.9M reactions from patents (1976-2016). Task: Predict the reactants needed to synthesize the given product. (1) Given the product [C:1]([O:5][C:6]([N:8]1[C@H:13]([CH2:14][OH:15])[CH2:12][C@@H:11]2[C@H:9]1[CH2:10]2)=[O:7])([CH3:4])([CH3:3])[CH3:2], predict the reactants needed to synthesize it. The reactants are: [C:1]([O:5][C:6]([N:8]1[C@H:13]([C:14](O)=[O:15])[CH2:12][C@@H:11]2[C@H:9]1[CH2:10]2)=[O:7])([CH3:4])([CH3:3])[CH3:2]. (2) The reactants are: Cl[CH2:2][CH2:3][CH2:4][O:5][C:6]1[CH:20]=[CH:19][C:9]2[C:10]3[C:15]([CH2:16][CH2:17][C:8]=2[CH:7]=1)=[N:14][NH:13][C:12](=[O:18])[CH:11]=3.[CH3:21][C@@H:22]1[CH2:26][CH2:25][CH2:24][NH2+:23]1.C1(S([O-])(=O)=O)C=CC=CC=1.C(=O)([O-])[O-].[K+].[K+].[I-].[K+]. Given the product [CH3:21][C@@H:22]1[CH2:26][CH2:25][CH2:24][N:23]1[CH2:2][CH2:3][CH2:4][O:5][C:6]1[CH:20]=[CH:19][C:9]2[C:10]3[C:15]([CH2:16][CH2:17][C:8]=2[CH:7]=1)=[N:14][NH:13][C:12](=[O:18])[CH:11]=3, predict the reactants needed to synthesize it. (3) Given the product [CH3:9][O:10][C:11]([C:13]1[CH:14]=[C:15]2[C:19](=[CH:20][CH:21]=1)[N:18]([C:2]1[CH:7]=[C:6]([Cl:8])[N:5]=[CH:4][N:3]=1)[CH2:17][CH2:16]2)=[O:12], predict the reactants needed to synthesize it. The reactants are: Cl[C:2]1[CH:7]=[C:6]([Cl:8])[N:5]=[CH:4][N:3]=1.[CH3:9][O:10][C:11]([C:13]1[CH:14]=[C:15]2[C:19](=[CH:20][CH:21]=1)[NH:18][CH2:17][CH2:16]2)=[O:12]. (4) Given the product [C:9]1([CH3:22])[CH:14]=[C:13]([CH3:15])[CH:12]=[C:11]([CH3:16])[C:10]=1[N:17]1[CH:21]=[CH:20][N:19]=[C:18]1[P:34]([CH:36]1[CH2:37][CH2:38][CH2:39][CH2:40][CH2:41]1)[CH:28]1[CH2:33][CH2:32][CH2:31][CH2:30][CH2:29]1, predict the reactants needed to synthesize it. The reactants are: CN(CCN(C)C)C.[C:9]1([CH3:22])[CH:14]=[C:13]([CH3:15])[CH:12]=[C:11]([CH3:16])[C:10]=1[N:17]1[CH:21]=[CH:20][N:19]=[CH:18]1.C([Li])CCC.[CH:28]1([P:34]([CH:36]2[CH2:41][CH2:40][CH2:39][CH2:38][CH2:37]2)Cl)[CH2:33][CH2:32][CH2:31][CH2:30][CH2:29]1. (5) Given the product [Cl:1][C:2]1[N:7]=[C:6]([Cl:8])[C:5]([NH2:9])=[C:4]([Cl:12])[N:3]=1, predict the reactants needed to synthesize it. The reactants are: [Cl:1][C:2]1[N:7]=[C:6]([Cl:8])[C:5]([N+:9]([O-])=O)=[C:4]([Cl:12])[N:3]=1.O. (6) The reactants are: [CH:1]1([O:6][C:7]2[C:16]([O:17][CH3:18])=[CH:15][CH:14]=[C:13]3[C:8]=2[CH:9]=[N:10][N:11]=[C:12]3[CH2:19][C:20]2[C:25]([Cl:26])=[CH:24][N:23]=[CH:22][C:21]=2[Cl:27])[CH2:5][CH2:4][CH2:3][CH2:2]1.ClC1C=CC=C(C(OO)=[O:36])C=1. Given the product [CH:1]1([O:6][C:7]2[C:16]([O:17][CH3:18])=[CH:15][CH:14]=[C:13]3[C:8]=2[CH:9]=[N+:10]([O-:36])[N:11]=[C:12]3[CH2:19][C:20]2[C:21]([Cl:27])=[CH:22][N:23]=[CH:24][C:25]=2[Cl:26])[CH2:5][CH2:4][CH2:3][CH2:2]1, predict the reactants needed to synthesize it.